From a dataset of CYP2C9 inhibition data for predicting drug metabolism from PubChem BioAssay. Regression/Classification. Given a drug SMILES string, predict its absorption, distribution, metabolism, or excretion properties. Task type varies by dataset: regression for continuous measurements (e.g., permeability, clearance, half-life) or binary classification for categorical outcomes (e.g., BBB penetration, CYP inhibition). Dataset: cyp2c9_veith. The compound is Cc1noc(C)c1-c1ccc2ncnc(NC3CCNCC3)c2c1. The result is 0 (non-inhibitor).